This data is from Reaction yield outcomes from USPTO patents with 853,638 reactions. The task is: Predict the reaction yield, written as a fraction of the theoretical maximum amount of product (1.0 means a 100% yield; for example, 0.34 means a 34% yield). (1) The reactants are C[O:2][C:3]1[C:8]2[NH:9][C:10]([C:12]3[S:13][CH:14]=[CH:15][CH:16]=3)=[N:11][C:7]=2[C:6]([C:17]([OH:19])=O)=[CH:5][CH:4]=1.[NH2:20][CH:21]([CH2:26][OH:27])[C:22]([O:24][CH3:25])=[O:23]. No catalyst specified. The product is [OH:27][CH2:26][CH:21]([NH:20][C:17]([C:6]1[C:7]2[N:11]=[C:10]([C:12]3[S:13][CH:14]=[CH:15][CH:16]=3)[NH:9][C:8]=2[C:3]([OH:2])=[CH:4][CH:5]=1)=[O:19])[C:22]([O:24][CH3:25])=[O:23]. The yield is 0.100. (2) The reactants are [NH2:1][C:2]1[C:3]([C:13]([O:15][CH2:16][CH3:17])=[O:14])=[N:4][C:5]2[C:10]([CH:11]=1)=[CH:9][N:8]=[C:7]([Br:12])[CH:6]=2.CCN(C(C)C)C(C)C.Cl[C:28]([O:30][CH2:31][C:32]1[CH:37]=[CH:36][CH:35]=[CH:34][CH:33]=1)=[O:29]. The catalyst is C(Cl)Cl. The product is [CH2:31]([O:30][C:28]([NH:1][C:2]1[C:3]([C:13]([O:15][CH2:16][CH3:17])=[O:14])=[N:4][C:5]2[C:10]([CH:11]=1)=[CH:9][N:8]=[C:7]([Br:12])[CH:6]=2)=[O:29])[C:32]1[CH:37]=[CH:36][CH:35]=[CH:34][CH:33]=1. The yield is 0.600. (3) The reactants are [N+:1]([C:4]1[CH:9]=[CH:8][C:7]([CH2:10][CH2:11][CH2:12][C:13]([O:15][CH3:16])=[O:14])=[CH:6][CH:5]=1)([O-])=O.[N+](C1C=CC=CC=1CCCC(OC)=O)([O-])=O. The catalyst is CO.[Pd]. The product is [NH2:1][C:4]1[CH:5]=[CH:6][C:7]([CH2:10][CH2:11][CH2:12][C:13]([O:15][CH3:16])=[O:14])=[CH:8][CH:9]=1. The yield is 0.410. (4) The reactants are [F:1][C:2]1[CH:7]=[CH:6][C:5]([F:8])=[CH:4][C:3]=1[C@H:9]1[CH2:13][CH2:12][CH2:11][N:10]1[C:14]1[CH:19]=[CH:18][N:17]2[N:20]=[CH:21][CH:22]=[C:16]2[N:15]=1.[N+:23]([O-])([OH:25])=[O:24]. The yield is 0.580. The product is [F:1][C:2]1[CH:7]=[CH:6][C:5]([F:8])=[CH:4][C:3]=1[C@H:9]1[CH2:13][CH2:12][CH2:11][N:10]1[C:14]1[CH:19]=[CH:18][N:17]2[N:20]=[CH:21][C:22]([N+:23]([O-:25])=[O:24])=[C:16]2[N:15]=1. The catalyst is C(O)(C(F)(F)F)=O. (5) The reactants are F[C:2]1[CH:13]=[CH:12][C:5]([C:6]([O:8]C(C)C)=[O:7])=[C:4]([C:14]([F:17])([F:16])[F:15])[CH:3]=1.CN1CCN(C)C1=O.[F:26][C@H:27]([CH3:30])[CH2:28][OH:29].C(=O)([O-])[O-].[Cs+].[Cs+]. The catalyst is O.C1(C)C=CC=CC=1. The product is [F:26][C@H:27]([CH3:30])[CH2:28][O:29][C:2]1[CH:13]=[CH:12][C:5]([C:6]([OH:8])=[O:7])=[C:4]([C:14]([F:15])([F:16])[F:17])[CH:3]=1. The yield is 0.842. (6) The reactants are [CH3:1][N:2]1[CH2:7][CH2:6][C:5](=O)[CH2:4][CH2:3]1.[NH2:9][C:10]1[CH:11]=[C:12]2[C:16](=[CH:17][CH:18]=1)[NH:15][N:14]=[CH:13]2.CO.[BH4-].[Na+]. The catalyst is CC(C)[O-].CC(C)[O-].CC(C)[O-].CC(C)[O-].[Ti+4].C(OCC)(=O)C.O. The product is [NH:15]1[C:16]2[C:12](=[CH:11][C:10]([NH:9][CH:5]3[CH2:6][CH2:7][N:2]([CH3:1])[CH2:3][CH2:4]3)=[CH:18][CH:17]=2)[CH:13]=[N:14]1. The yield is 0.414.